Task: Predict the product of the given reaction.. Dataset: Forward reaction prediction with 1.9M reactions from USPTO patents (1976-2016) The product is: [NH:1]1[C:9]2[C:4](=[CH:5][C:6]([NH:10][C:11]3[C:12]4[CH2:30][N:29]([CH3:31])[CH2:28][C:13]=4[N:14]=[C:15]([N:17]4[CH2:25][C:24]5[C:19](=[CH:20][CH:21]=[C:22]([O:26][CH3:27])[CH:23]=5)[CH2:18]4)[N:16]=3)=[CH:7][CH:8]=2)[CH:3]=[N:2]1. Given the reactants [NH:1]1[C:9]2[C:4](=[CH:5][C:6]([N:10](CO)[C:11]3[C:12]4[CH2:30][N:29]([CH3:31])[CH2:28][C:13]=4[N:14]=[C:15]([N:17]4[CH2:25][C:24]5[C:19](=[CH:20][CH:21]=[C:22]([O:26][CH3:27])[CH:23]=5)[CH2:18]4)[N:16]=3)=[CH:7][CH:8]=2)[CH:3]=[N:2]1.Cl, predict the reaction product.